This data is from Full USPTO retrosynthesis dataset with 1.9M reactions from patents (1976-2016). The task is: Predict the reactants needed to synthesize the given product. The reactants are: [CH2:1]([N:8]1[CH2:13][CH2:12][N:11]([C:14]2[S:15][CH2:16][C:17](=[O:19])[N:18]=2)[CH2:10][CH2:9]1)[C:2]1[CH:7]=[CH:6][CH:5]=[CH:4][CH:3]=1.[C:20]([C:24]1[CH:31]=[CH:30][C:27]([CH:28]=O)=[CH:26][CH:25]=1)([CH3:23])([CH3:22])[CH3:21].C([O-])(=O)C.[Na+].O. Given the product [CH2:1]([N:8]1[CH2:13][CH2:12][N:11]([C:14]2[S:15][C:16](=[CH:28][C:27]3[CH:30]=[CH:31][C:24]([C:20]([CH3:23])([CH3:22])[CH3:21])=[CH:25][CH:26]=3)[C:17](=[O:19])[N:18]=2)[CH2:10][CH2:9]1)[C:2]1[CH:7]=[CH:6][CH:5]=[CH:4][CH:3]=1, predict the reactants needed to synthesize it.